Dataset: Full USPTO retrosynthesis dataset with 1.9M reactions from patents (1976-2016). Task: Predict the reactants needed to synthesize the given product. (1) Given the product [C:1]([O:5][C@@H:6]([C:12]1[C:37]([CH3:38])=[CH:36][C:15]2[N:16]=[C:17]([C:19]3[CH:24]=[CH:23][N:22]=[C:21]([N:25]4[CH:34]=[CH:33][C:32]5[C:27](=[CH:28][CH:29]=[N:30][CH:31]=5)[C:26]4=[O:35])[CH:20]=3)[S:18][C:14]=2[C:13]=1[C:39]1[CH:44]=[CH:43][C:42]([Cl:45])=[CH:41][CH:40]=1)[C:7]([OH:9])=[O:8])([CH3:4])([CH3:2])[CH3:3], predict the reactants needed to synthesize it. The reactants are: [C:1]([O:5][C@@H:6]([C:12]1[C:37]([CH3:38])=[CH:36][C:15]2[N:16]=[C:17]([C:19]3[CH:24]=[CH:23][N:22]=[C:21]([N:25]4[CH:34]=[CH:33][C:32]5[C:27](=[CH:28][CH:29]=[N:30][CH:31]=5)[C:26]4=[O:35])[CH:20]=3)[S:18][C:14]=2[C:13]=1[C:39]1[CH:44]=[CH:43][C:42]([Cl:45])=[CH:41][CH:40]=1)[C:7]([O:9]CC)=[O:8])([CH3:4])([CH3:3])[CH3:2].[Li+].[I-]. (2) Given the product [C:28]([Si:32]([CH3:43])([CH3:42])[O:33][CH2:34][CH2:35][N:36]1[CH:40]=[CH:39][C:38]([NH:41][C:9](=[O:11])[C@@H:8]([C:12]2[CH:17]=[CH:16][CH:15]=[C:14]([C:18]([F:21])([F:20])[F:19])[CH:13]=2)[CH2:7][C@H:4]2[CH2:5][CH2:6][C:2](=[O:1])[CH2:3]2)=[N:37]1)([CH3:31])([CH3:30])[CH3:29], predict the reactants needed to synthesize it. The reactants are: [O:1]=[C:2]1[CH2:6][CH2:5][C@H:4]([CH2:7][C@H:8]([C:12]2[CH:17]=[CH:16][CH:15]=[C:14]([C:18]([F:21])([F:20])[F:19])[CH:13]=2)[C:9]([OH:11])=O)[CH2:3]1.C(Cl)(=O)C(Cl)=O.[C:28]([Si:32]([CH3:43])([CH3:42])[O:33][CH2:34][CH2:35][N:36]1[CH:40]=[CH:39][C:38]([NH2:41])=[N:37]1)([CH3:31])([CH3:30])[CH3:29].N1C(C)=CC=CC=1C. (3) Given the product [N:28]1[CH:33]=[C:32]([C:2]2[N:10]=[CH:9][C:8]3[NH:7][C:6]4[N:11]=[CH:12][C:13]([C:15]5[CH:16]=[CH:17][C:18]([CH2:21][N:22]6[CH2:23][CH2:24][CH2:25][CH2:26][CH2:27]6)=[CH:19][CH:20]=5)=[CH:14][C:5]=4[C:4]=3[CH:3]=2)[CH:31]=[N:30][CH:29]=1, predict the reactants needed to synthesize it. The reactants are: Cl[C:2]1[N:10]=[CH:9][C:8]2[NH:7][C:6]3[N:11]=[CH:12][C:13]([C:15]4[CH:20]=[CH:19][C:18]([CH2:21][N:22]5[CH2:27][CH2:26][CH2:25][CH2:24][CH2:23]5)=[CH:17][CH:16]=4)=[CH:14][C:5]=3[C:4]=2[CH:3]=1.[N:28]1[CH:33]=[C:32](B(O)O)[CH:31]=[N:30][CH:29]=1. (4) Given the product [F:41][C:42]([F:47])([F:46])[C:43]([O-:45])=[O:44].[CH:27](=[C:23]1/[NH:24][C:25](=[O:26])/[C:20](=[CH:19]/[C:16]2[N:15]=[CH:14][C:13]([O:12][C:10](=[O:11])[CH:9]([C:35]3[CH:40]=[CH:39][CH:38]=[CH:37][CH:36]=3)[NH3+:8])=[CH:18][CH:17]=2)/[NH:21][C:22]/1=[O:34])/[C:28]1[CH:33]=[CH:32][CH:31]=[CH:30][CH:29]=1, predict the reactants needed to synthesize it. The reactants are: C(OC([NH:8][CH:9]([C:35]1[CH:40]=[CH:39][CH:38]=[CH:37][CH:36]=1)[C:10]([O:12][C:13]1[CH:14]=[N:15][C:16](/[CH:19]=[C:20]2\[NH:21][C:22](=[O:34])/[C:23](=[CH:27]/[C:28]3[CH:33]=[CH:32][CH:31]=[CH:30][CH:29]=3)/[NH:24][C:25]\2=[O:26])=[CH:17][CH:18]=1)=[O:11])=O)(C)(C)C.[F:41][C:42]([F:47])([F:46])[C:43]([OH:45])=[O:44]. (5) Given the product [F:1][C:2]1[CH:3]=[CH:4][C:5]([CH2:6][C:7]2[N:11]([CH2:12][C:13]([N:15]3[CH2:16][CH2:17][CH:18]([NH:21][CH:31]([CH3:33])[CH3:30])[CH2:19][CH2:20]3)=[O:14])[N:10]=[C:9]([C:22]3[CH:23]=[CH:24][N:25]=[CH:26][CH:27]=3)[CH:8]=2)=[CH:28][CH:29]=1, predict the reactants needed to synthesize it. The reactants are: [F:1][C:2]1[CH:29]=[CH:28][C:5]([CH2:6][C:7]2[N:11]([CH2:12][C:13]([N:15]3[CH2:20][CH2:19][CH:18]([NH2:21])[CH2:17][CH2:16]3)=[O:14])[N:10]=[C:9]([C:22]3[CH:27]=[CH:26][N:25]=[CH:24][CH:23]=3)[CH:8]=2)=[CH:4][CH:3]=1.[CH3:30][C:31]([CH3:33])=O.[BH-](OC(C)=O)(OC(C)=O)OC(C)=O.[Na+]. (6) Given the product [F:1][C:2]1[CH:8]=[CH:7][C:5]([NH:6][C:18](=[O:20])[CH3:19])=[C:4]([O:9][CH3:10])[CH:3]=1, predict the reactants needed to synthesize it. The reactants are: [F:1][C:2]1[CH:8]=[CH:7][C:5]([NH2:6])=[C:4]([O:9][CH3:10])[CH:3]=1.C(N(CC)CC)C.[C:18](Cl)(=[O:20])[CH3:19]. (7) Given the product [ClH:28].[F:1][C:2]1[C:25]([F:26])=[C:24]([F:27])[CH:23]=[CH:22][C:3]=1[C:4]([NH:6][C:7]1[CH:8]=[N:9][C:10]([O:13][C:14]2[CH:15]=[CH:16][C:17]([NH:20][CH3:21])=[CH:18][CH:19]=2)=[CH:11][CH:12]=1)=[O:5], predict the reactants needed to synthesize it. The reactants are: [F:1][C:2]1[C:25]([F:26])=[C:24]([F:27])[CH:23]=[CH:22][C:3]=1[C:4]([NH:6][C:7]1[CH:8]=[N:9][C:10]([O:13][C:14]2[CH:19]=[CH:18][C:17]([NH:20][CH3:21])=[CH:16][CH:15]=2)=[CH:11][CH:12]=1)=[O:5].[ClH:28].